Task: Predict the product of the given reaction.. Dataset: Forward reaction prediction with 1.9M reactions from USPTO patents (1976-2016) Given the reactants [F:1][C:2]1[CH:10]=[CH:9][C:8]([O:11][CH3:12])=[C:7]2[C:3]=1[C:4]([C:13]([OH:15])=O)=[CH:5][NH:6]2.[NH2:16][CH:17]1[CH2:22][CH2:21][O:20][CH2:19][CH2:18]1, predict the reaction product. The product is: [F:1][C:2]1[CH:10]=[CH:9][C:8]([O:11][CH3:12])=[C:7]2[C:3]=1[C:4]([C:13]([NH:16][CH:17]1[CH2:22][CH2:21][O:20][CH2:19][CH2:18]1)=[O:15])=[CH:5][NH:6]2.